This data is from Full USPTO retrosynthesis dataset with 1.9M reactions from patents (1976-2016). The task is: Predict the reactants needed to synthesize the given product. (1) Given the product [CH3:14][S:15]([CH2:18][CH2:19][N:10]1[C:11]2[C:7](=[CH:6][C:5]([CH2:3][OH:4])=[CH:13][CH:12]=2)[CH:8]=[N:9]1)(=[O:17])=[O:16], predict the reactants needed to synthesize it. The reactants are: CO[C:3]([C:5]1[CH:6]=[C:7]2[C:11](=[CH:12][CH:13]=1)[NH:10][N:9]=[CH:8]2)=[O:4].[CH3:14][S:15]([CH2:18][CH2:19]OS(C)(=O)=O)(=[O:17])=[O:16]. (2) The reactants are: Br[C:2]1[CH:8]=[CH:7][CH:6]=[CH:5][C:3]=1[NH2:4].[O:9]1[CH:13]=[CH:12][CH:11]=[C:10]1B(O)O.C(=O)([O-])[O-].[Na+].[Na+]. Given the product [O:9]1[CH:13]=[CH:12][CH:11]=[C:10]1[C:2]1[CH:8]=[CH:7][CH:6]=[CH:5][C:3]=1[NH2:4], predict the reactants needed to synthesize it.